From a dataset of Full USPTO retrosynthesis dataset with 1.9M reactions from patents (1976-2016). Predict the reactants needed to synthesize the given product. (1) Given the product [O:1]([CH2:8][CH2:9][S:10][CH2:11][C:12]([NH:53][NH:52][C:50]([C:45]1[CH:44]=[CH:43][C:42]2[C:47](=[CH:48][CH:49]=[C:40]([C:39]([CH3:55])([CH3:54])[O:38][SiH2:37][C:33]([CH3:36])([CH3:35])[CH3:34])[CH:41]=2)[CH:46]=1)=[O:51])=[O:14])[C:2]1[CH:3]=[CH:4][CH:5]=[CH:6][CH:7]=1, predict the reactants needed to synthesize it. The reactants are: [O:1]([CH2:8][CH2:9][S:10][CH2:11][C:12]([OH:14])=O)[C:2]1[CH:7]=[CH:6][CH:5]=[CH:4][CH:3]=1.CCOC1N(C(OCC)=O)C2C(=CC=CC=2)C=C1.[C:33]([SiH2:37][O:38][C:39]([CH3:55])([CH3:54])[C:40]1[CH:41]=[C:42]2[C:47](=[CH:48][CH:49]=1)[CH:46]=[C:45]([C:50]([NH:52][NH2:53])=[O:51])[CH:44]=[CH:43]2)([CH3:36])([CH3:35])[CH3:34].O(CCSCC(NNC(C1C=CC2C=C(CN(C)C)OC=2C=1)=O)=O)C1C=CC=CC=1. (2) Given the product [CH2:1]([O:3][C:4](=[O:10])[CH2:5][C:6]1[N:11]=[C:12]2[CH:17]=[CH:16][C:15]([Br:18])=[CH:14][N:13]2[CH:7]=1)[CH3:2], predict the reactants needed to synthesize it. The reactants are: [CH2:1]([O:3][C:4](=[O:10])[CH2:5][C:6](=O)[CH2:7]Cl)[CH3:2].[NH2:11][C:12]1[CH:17]=[CH:16][C:15]([Br:18])=[CH:14][N:13]=1.